Dataset: Reaction yield outcomes from USPTO patents with 853,638 reactions. Task: Predict the reaction yield, written as a fraction of the theoretical maximum amount of product (1.0 means a 100% yield; for example, 0.34 means a 34% yield). (1) The catalyst is C(Cl)Cl. The yield is 0.301. The reactants are FC(F)(F)C(O)=O.[CH:8]1([N:12]2[CH2:17][CH2:16][N:15](C(OC(C)(C)C)=O)[CH2:14][CH2:13]2)[CH2:11][CH2:10][CH2:9]1. The product is [CH:8]1([N:12]2[CH2:17][CH2:16][NH:15][CH2:14][CH2:13]2)[CH2:11][CH2:10][CH2:9]1. (2) The reactants are Cl[C:2]1[C:11]2[C:6](=[CH:7][CH:8]=[CH:9][CH:10]=2)[N:5]([CH2:12][C:13]2[CH:18]=[CH:17][C:16]([F:19])=[CH:15][CH:14]=2)[C:4](=[O:20])[C:3]=1[C:21]#[N:22].[NH:23]1[CH2:28][CH2:27][NH:26][CH2:25][CH2:24]1. The catalyst is ClCCl. The product is [F:19][C:16]1[CH:17]=[CH:18][C:13]([CH2:12][N:5]2[C:6]3[C:11](=[CH:10][CH:9]=[CH:8][CH:7]=3)[C:2]([N:23]3[CH2:28][CH2:27][NH:26][CH2:25][CH2:24]3)=[C:3]([C:21]#[N:22])[C:4]2=[O:20])=[CH:14][CH:15]=1. The yield is 0.980. (3) The reactants are [NH:1]1[C:5]2[CH:6]=[CH:7][CH:8]=[CH:9][C:4]=2[N:3]=[C:2]1[CH2:10][N:11]([CH3:22])[CH:12]1[C:21]2[N:20]=[CH:19][CH:18]=[CH:17][C:16]=2[CH2:15][CH2:14][CH2:13]1.[C:23]([C:25]1[CH:26]=[C:27]([CH:30]=[CH:31][CH:32]=1)[CH2:28]Br)#[N:24].CN(CC1N(CC2C=NC=CC=2)C2C=CC=CC=2N=1)C1C2N=CC=CC=2CCC1. No catalyst specified. The product is [CH3:22][N:11]([CH2:10][C:2]1[N:3]([CH2:28][C:27]2[CH:26]=[C:25]([CH:32]=[CH:31][CH:30]=2)[C:23]#[N:24])[C:4]2[CH:9]=[CH:8][CH:7]=[CH:6][C:5]=2[N:1]=1)[CH:12]1[C:21]2[N:20]=[CH:19][CH:18]=[CH:17][C:16]=2[CH2:15][CH2:14][CH2:13]1. The yield is 0.700. (4) The reactants are [Li]CCCC.C(NC(C)C)(C)C.[Cl:13][C:14]1[CH:19]=[CH:18][C:17]([CH2:20][C:21]([O:23][CH3:24])=[O:22])=[CH:16][CH:15]=1.[Li+].CC([N-]C(C)C)C.Br[CH2:34][C:35]([O:37][C:38]([CH3:41])([CH3:40])[CH3:39])=[O:36]. The catalyst is C1COCC1. The product is [Cl:13][C:14]1[CH:15]=[CH:16][C:17]([CH:20]([CH2:34][C:35]([O:37][C:38]([CH3:41])([CH3:40])[CH3:39])=[O:36])[C:21]([O:23][CH3:24])=[O:22])=[CH:18][CH:19]=1. The yield is 0.880. (5) The reactants are [Cl:1][C:2]1[CH:3]=[C:4]2[C:8](=[CH:9][C:10]=1[Cl:11])[NH:7][C:6](/[CH:12]=[CH:13]/[CH:14]=[C:15](\[O:20][CH3:21])/[C:16]([O:18]C)=[O:17])=[CH:5]2.[OH-].[K+].O.Cl. The catalyst is CCO.O. The product is [Cl:1][C:2]1[CH:3]=[C:4]2[C:8](=[CH:9][C:10]=1[Cl:11])[NH:7][C:6](/[CH:12]=[CH:13]/[CH:14]=[C:15](\[O:20][CH3:21])/[C:16]([OH:18])=[O:17])=[CH:5]2. The yield is 0.991. (6) The reactants are Br[C:2]1[CH:9]=[N:8][CH:7]=[C:6]([N:10]2[CH2:22][CH2:21][N:13]3[C:14]4[CH2:15][CH2:16][CH2:17][CH2:18][C:19]=4[CH:20]=[C:12]3[C:11]2=[O:23])[C:3]=1[CH:4]=[O:5].[CH3:24][N:25]1[CH:30]=[C:29](B2OC(C)(C)C(C)(C)O2)[CH:28]=[C:27]([NH:40][C:41]2[CH:50]=[C:44]3[CH2:45][N:46]([CH3:49])[CH2:47][CH2:48][N:43]3[N:42]=2)[C:26]1=[O:51].[O-]P([O-])([O-])=O.[K+].[K+].[K+]. The catalyst is CC#N.C1C=CC(P(C2C=CC=CC=2)[C-]2C=CC=C2)=CC=1.C1C=CC(P(C2C=CC=CC=2)[C-]2C=CC=C2)=CC=1.Cl[Pd]Cl.[Fe+2]. The product is [CH3:24][N:25]1[C:26](=[O:51])[C:27]([NH:40][C:41]2[CH:50]=[C:44]3[CH2:45][N:46]([CH3:49])[CH2:47][CH2:48][N:43]3[N:42]=2)=[CH:28][C:29]([C:2]2[CH:9]=[N:8][CH:7]=[C:6]([N:10]3[CH2:22][CH2:21][N:13]4[C:14]5[CH2:15][CH2:16][CH2:17][CH2:18][C:19]=5[CH:20]=[C:12]4[C:11]3=[O:23])[C:3]=2[CH:4]=[O:5])=[CH:30]1. The yield is 0.550. (7) The reactants are [CH3:1][O:2][C:3]([C:5]1[CH:22]=[CH:21][C:8]2[N:9]=[C:10]([C:12]3[N:13]([CH3:20])[CH:14]=[C:15]([N+:17]([O-])=O)[CH:16]=3)[NH:11][C:7]=2[C:6]=1[O:23][CH3:24])=[O:4].[CH3:25][C:26]([O:29][C:30](O[C:30]([O:29][C:26]([CH3:28])([CH3:27])[CH3:25])=[O:31])=[O:31])([CH3:28])[CH3:27].CCN(C(C)C)C(C)C. The catalyst is CN(C=O)C.[Pd]. The product is [CH3:1][O:2][C:3]([C:5]1[CH:22]=[CH:21][C:8]2[N:9]=[C:10]([C:12]3[N:13]([CH3:20])[CH:14]=[C:15]([NH:17][C:30]([O:29][C:26]([CH3:28])([CH3:27])[CH3:25])=[O:31])[CH:16]=3)[NH:11][C:7]=2[C:6]=1[O:23][CH3:24])=[O:4]. The yield is 0.510.